From a dataset of Forward reaction prediction with 1.9M reactions from USPTO patents (1976-2016). Predict the product of the given reaction. (1) Given the reactants [CH2:1]1[N:6]([C:7]2[C:12]([C:13]#[N:14])=[CH:11][CH:10]=[CH:9][CH:8]=2)[CH2:5][CH2:4]OC1.Cl.[CH3:16][NH:17][OH:18].[C:19](=[O:22])([O-])[O-].[Na+].[Na+], predict the reaction product. The product is: [OH:18][N:17]([CH3:16])[C:13](=[NH:14])[C:12]1[CH:11]=[CH:10][CH:9]=[CH:8][C:7]=1[N:6]1[CH2:1][CH2:19][O:22][CH2:4][CH2:5]1. (2) Given the reactants [C:1](O[CH2:6][CH2:7][CH2:8][CH3:9])(=[O:4])[CH:2]=C.[C:10]([O:15]C)(=[O:14])[C:11](C)=[CH2:12].[C:17]([OH:22])(=[O:21])[C:18]([CH3:20])=[CH2:19].S([O-])(O[CH2:27][CH2:28][CH2:29][CH2:30][CH2:31][CH2:32][CH2:33][CH2:34][CH2:35][CH2:36][CH2:37]C)(=O)=O.[Na+], predict the reaction product. The product is: [C:10]([OH:15])(=[O:14])[CH2:11][CH2:12][CH2:37][CH2:36][CH2:35][CH2:34][CH2:33]/[CH:32]=[CH:31]\[CH2:30]/[CH:29]=[CH:28]\[CH2:27][CH2:6][CH2:7][CH2:8][CH3:9].[C:17]([O:22][CH2:2][CH2:1][OH:4])(=[O:21])[C:18]([CH3:20])=[CH2:19]. (3) Given the reactants Cl[C:2]1[C:11]2[C:6](=[CH:7][CH:8]=[C:9]([I:12])[CH:10]=2)[N:5]=[CH:4][C:3]=1[C:13]#[N:14].CCN(C(C)C)C(C)C.[CH3:24][CH:25]([SH:27])[CH3:26], predict the reaction product. The product is: [CH:25]([S:27][C:2]1[C:11]2[C:6](=[CH:7][CH:8]=[C:9]([I:12])[CH:10]=2)[N:5]=[CH:4][C:3]=1[C:13]#[N:14])([CH3:26])[CH3:24].